This data is from Reaction yield outcomes from USPTO patents with 853,638 reactions. The task is: Predict the reaction yield, written as a fraction of the theoretical maximum amount of product (1.0 means a 100% yield; for example, 0.34 means a 34% yield). (1) The reactants are [F:1][C:2]1[CH:3]=[C:4]([N:22]2[C:26](=[O:27])[NH:25][N:24]=[CH:23]2)[CH:5]=[CH:6][C:7]=1[N:8]1[CH2:13][CH2:12][N:11]([C:14]2[CH:19]=[CH:18][C:17]([O:20][CH3:21])=[CH:16][CH:15]=2)[CH2:10][CH2:9]1.C([O-])([O-])=O.[K+].[K+].Br[CH:35]([CH2:37][CH3:38])[CH3:36]. The catalyst is CS(C)=O.O. The product is [CH:35]([N:25]1[C:26](=[O:27])[N:22]([C:4]2[CH:5]=[CH:6][C:7]([N:8]3[CH2:9][CH2:10][N:11]([C:14]4[CH:15]=[CH:16][C:17]([O:20][CH3:21])=[CH:18][CH:19]=4)[CH2:12][CH2:13]3)=[C:2]([F:1])[CH:3]=2)[CH:23]=[N:24]1)([CH2:37][CH3:38])[CH3:36]. The yield is 0.870. (2) The reactants are [CH2:1]([N:8]1[CH2:15][C@H:14]2[C@H:10]([CH:11]=[CH:12][C:13]2=[O:16])[CH2:9]1)[C:2]1[CH:7]=[CH:6][CH:5]=[CH:4][CH:3]=1.[H][H]. The catalyst is C(OCC)(=O)C.[Rh]. The product is [CH2:1]([N:8]1[CH2:15][C@H:14]2[C@H:10]([CH2:11][CH2:12][C:13]2=[O:16])[CH2:9]1)[C:2]1[CH:3]=[CH:4][CH:5]=[CH:6][CH:7]=1. The yield is 0.830. (3) The reactants are [CH3:1][O:2][C:3]([O:6][CH3:7])([CH3:5])[CH3:4].[I:8][C:9]1([CH2:12][C@@H](O)CO)[CH2:11][CH2:10]1. The catalyst is ClCCl.C1(C)C=CC(S([O-])(=O)=O)=CC=1.[NH+]1C=CC=CC=1. The product is [I:8][C:9]1([CH2:12][C@@H:1]2[CH2:7][O:6][C:3]([CH3:5])([CH3:4])[O:2]2)[CH2:11][CH2:10]1. The yield is 0.500. (4) The reactants are NC1C=C[C:9]([Br:12])=[CH:8][C:3]=1C(OC)=O.N([O-])=O.[Na+].[S:17](=[O:19])=[O:18].[NH3:20].[CH2:21]1[CH2:25][O:24][CH2:23][CH2:22]1. The catalyst is Cl.O.CO.[Cu]Cl. The product is [Br:12][C:9]1[CH:23]=[CH:22][C:21]2[C:25](=[O:24])[NH:20][S:17](=[O:19])(=[O:18])[C:3]=2[CH:8]=1. The yield is 0.0900. (5) The product is [F:1][C:2]1[CH:3]=[C:4]([N+:12]([O-:14])=[O:13])[C:5]([CH3:11])=[C:6]([CH:10]=1)[C:7]([O:9][CH3:19])=[O:8]. The yield is 0.250. No catalyst specified. The reactants are [F:1][C:2]1[CH:3]=[C:4]([N+:12]([O-:14])=[O:13])[C:5]([CH3:11])=[C:6]([CH:10]=1)[C:7]([OH:9])=[O:8].O=S(Cl)Cl.[CH3:19]O. (6) The reactants are [CH:1]1([N:7]=[C:8]=[N:9][CH:10]2[CH2:15][CH2:14][CH2:13][CH2:12][CH2:11]2)[CH2:6][CH2:5][CH2:4][CH2:3][CH2:2]1.[C:16]([OH:20])([CH3:19])([CH3:18])[CH3:17]. The catalyst is [Cu](Cl)Cl. The product is [C:16]([O:20][C:8](=[N:7][CH:1]1[CH2:2][CH2:3][CH2:4][CH2:5][CH2:6]1)[NH:9][CH:10]1[CH2:15][CH2:14][CH2:13][CH2:12][CH2:11]1)([CH3:19])([CH3:18])[CH3:17]. The yield is 0.740.